This data is from Forward reaction prediction with 1.9M reactions from USPTO patents (1976-2016). The task is: Predict the product of the given reaction. (1) Given the reactants [CH3:1][C:2]([CH3:22])=[CH:3][CH2:4][CH2:5]/[C:6](/[CH3:21])=[CH:7]/[CH2:8][CH2:9]/[C:10](/[CH3:20])=[CH:11]/[CH2:12][S:13][CH2:14][C@H:15]([NH2:19])[C:16]([OH:18])=[O:17].C([O-])([O-])=O.[K+].[K+].[CH2:29]=[C:30]1[CH2:34][C:33](=[O:35])[O:32][C:31]1=[O:36].Cl, predict the reaction product. The product is: [C:16]([C@@H:15]([NH:19][C:33](=[O:35])[CH2:34][C:30](=[CH2:29])[C:31]([OH:36])=[O:32])[CH2:14][S:13][CH2:12]/[CH:11]=[C:10](\[CH3:20])/[CH2:9][CH2:8]/[CH:7]=[C:6](\[CH3:21])/[CH2:5][CH2:4][CH:3]=[C:2]([CH3:22])[CH3:1])([OH:18])=[O:17]. (2) Given the reactants [CH2:1]([Li])CCC.[Br:6][C:7]1[CH:8]=[C:9]2[C:17](=[CH:18][CH:19]=1)[O:16][C:15]([CH3:21])([CH3:20])[C:11]1([CH2:14][O:13][CH2:12]1)[C:10]2=O, predict the reaction product. The product is: [Br:6][C:7]1[CH:8]=[C:9]2[C:17](=[CH:18][CH:19]=1)[O:16][C:15]([CH3:21])([CH3:20])[C:11]1([CH2:14][O:13][CH2:12]1)[C:10]2=[CH2:1].